Dataset: Forward reaction prediction with 1.9M reactions from USPTO patents (1976-2016). Task: Predict the product of the given reaction. (1) Given the reactants Cl[C:2]1[N:7]=[C:6]([C:8]([F:11])([F:10])[F:9])[C:5]([C:12]([O:14][CH3:15])=[O:13])=[CH:4][N:3]=1.[Cl:16][C:17]1[CH:24]=[C:23]([Cl:25])[CH:22]=[CH:21][C:18]=1[CH2:19][NH2:20].O1CCOCC1, predict the reaction product. The product is: [Cl:16][C:17]1[CH:24]=[C:23]([Cl:25])[CH:22]=[CH:21][C:18]=1[CH2:19][NH:20][C:2]1[N:7]=[C:6]([C:8]([F:11])([F:10])[F:9])[C:5]([C:12]([O:14][CH3:15])=[O:13])=[CH:4][N:3]=1. (2) Given the reactants [C:1]([CH:5]1[CH2:10][CH2:9][C:8](=[O:11])[CH2:7][CH2:6]1)([CH3:4])([CH3:3])[CH3:2].C1(N[S:19]([C:22]([F:25])([F:24])[F:23])(=[O:21])=[O:20])C=CC=CC=1.C[Si]([N-][Si](C)(C)C)(C)C.[Na+], predict the reaction product. The product is: [F:23][C:22]([F:25])([F:24])[S:19]([O:11][C:8]1[CH2:7][CH2:6][CH:5]([C:1]([CH3:4])([CH3:2])[CH3:3])[CH2:10][CH:9]=1)(=[O:21])=[O:20]. (3) Given the reactants [F:1][C:2]1[CH:3]=[C:4]([N:19]2[CH2:23][C@H:22]([CH2:24][NH:25][C:26](=[O:28])[CH3:27])[O:21][C:20]2=[O:29])[CH:5]=[C:6]([F:18])[C:7]=1[N:8]1[CH2:13][CH2:12][N:11]([C:14](=[O:17])[CH2:15][OH:16])[CH2:10][CH2:9]1.C1C=C([O:36]O)C(C(O)=O)=C(C(O)=O)C=1, predict the reaction product. The product is: [F:18][C:6]1[CH:5]=[C:4]([N:19]2[CH2:23][C@@H:22]([CH2:24][NH+:25]([O-:36])[C:26](=[O:28])[CH3:27])[O:21][C:20]2=[O:29])[CH:3]=[C:2]([F:1])[C:7]=1[N:8]1[CH2:13][CH2:12][N:11]([C:14](=[O:17])[CH2:15][OH:16])[CH2:10][CH2:9]1. (4) Given the reactants [CH3:1][C:2]1[N:7]=[C:6]([C:8]#[C:9][CH:10]=[C:11]2[CH2:16][CH2:15][N:14]([C:17]3[C:26]4[C:21](=CC=CC=4)[CH:20]=[N:19][CH:18]=3)[CH2:13][CH2:12]2)[CH:5]=[CH:4][CH:3]=1.BrC1C=[CH:30][C:31]([O:34]CC)=NC=1.C1(C)C=CC(P(C2C=CC(C)=CC=2)C2C=CC3C(=CC=CC=3)C=2C2C3C(=CC=CC=3)C=CC=2P(C2C=CC(C)=CC=2)C2C=CC(C)=CC=2)=CC=1, predict the reaction product. The product is: [CH2:31]([O:34][C:20]1[CH:21]=[CH:26][C:17]([N:14]2[CH2:13][CH2:12][C:11](=[CH:10][C:9]#[C:8][C:6]3[CH:5]=[CH:4][CH:3]=[C:2]([CH3:1])[N:7]=3)[CH2:16][CH2:15]2)=[CH:18][N:19]=1)[CH3:30].